Dataset: Reaction yield outcomes from USPTO patents with 853,638 reactions. Task: Predict the reaction yield, written as a fraction of the theoretical maximum amount of product (1.0 means a 100% yield; for example, 0.34 means a 34% yield). (1) The catalyst is C(O)(C)(C)C. The yield is 0.629. The product is [C:20]([O:24][C:25](=[O:26])[N:10]([C:4]1[CH:5]=[CH:6][C:7]([CH:8]=[O:9])=[C:2]([F:1])[N:3]=1)[CH2:11][C:12]1[CH:17]=[CH:16][C:15]([O:18][CH3:19])=[CH:14][CH:13]=1)([CH3:23])([CH3:22])[CH3:21]. The reactants are [F:1][C:2]1[C:7]([CH:8]=[O:9])=[CH:6][CH:5]=[C:4]([NH:10][CH2:11][C:12]2[CH:17]=[CH:16][C:15]([O:18][CH3:19])=[CH:14][CH:13]=2)[N:3]=1.[C:20]([O:24][C:25](O[C:25]([O:24][C:20]([CH3:23])([CH3:22])[CH3:21])=[O:26])=[O:26])([CH3:23])([CH3:22])[CH3:21].CN(C1C=CC=CN=1)C. (2) The reactants are [Cl:1][C:2]1[CH:7]=[CH:6][C:5]([N+:8]([O-:10])=[O:9])=[C:4]([CH2:11]Cl)[CH:3]=1.Cl.[CH2:14]([O:16][C:17](=[O:20])[CH2:18][NH2:19])[CH3:15].C(N(CC)CC)C. The catalyst is C(O)C. The product is [CH2:14]([O:16][C:17](=[O:20])[CH2:18][NH:19][CH2:11][C:4]1[CH:3]=[C:2]([Cl:1])[CH:7]=[CH:6][C:5]=1[N+:8]([O-:10])=[O:9])[CH3:15]. The yield is 0.990. (3) The reactants are [Br:1][C:2]1[N:7]=[C:6]([C:8]([OH:10])=O)[CH:5]=[CH:4][CH:3]=1.Cl.[CH:12]12[CH2:21][CH:16]3[CH2:17][CH:18]([CH2:20][CH:14]([CH2:15]3)[CH:13]1[NH2:22])[CH2:19]2.C(N(CC)C(C)C)(C)C.CN(C(ON1N=NC2C=CC=CC1=2)=[N+](C)C)C.F[P-](F)(F)(F)(F)F. The catalyst is C(#N)C. The product is [CH:12]12[CH2:21][CH:16]3[CH2:17][CH:18]([CH2:20][CH:14]([CH2:15]3)[CH:13]1[NH:22][C:8](=[O:10])[C:6]1[CH:5]=[CH:4][CH:3]=[C:2]([Br:1])[N:7]=1)[CH2:19]2. The yield is 0.730. (4) The reactants are Br[C:2]1[CH:7]=[CH:6][CH:5]=[C:4]([C:8]2[O:12][CH:11]=[N:10][CH:9]=2)[N:3]=1.[NH2:13][C:14]1[CH:19]=[C:18]([CH3:20])[CH:17]=[CH:16][N:15]=1.CC([O-])(C)C.[Na+].C1(C)C=CC=CC=1. The catalyst is C1C=CC(/C=C/C(/C=C/C2C=CC=CC=2)=O)=CC=1.C1C=CC(/C=C/C(/C=C/C2C=CC=CC=2)=O)=CC=1.C1C=CC(/C=C/C(/C=C/C2C=CC=CC=2)=O)=CC=1.[Pd].[Pd].O. The product is [CH3:20][C:18]1[CH:17]=[CH:16][N:15]=[C:14]([NH:13][C:2]2[CH:7]=[CH:6][CH:5]=[C:4]([C:8]3[O:12][CH:11]=[N:10][CH:9]=3)[N:3]=2)[CH:19]=1. The yield is 0.420. (5) The yield is 0.460. The product is [CH2:19]([N:21]1[CH2:16][CH2:15][P:3](=[O:17])([C:4]2[CH:9]=[CH:8][C:7]([N+:10]([O-:12])=[O:11])=[C:6]([O:13][CH3:14])[CH:5]=2)[CH2:1][CH2:2]1)[CH3:20]. The catalyst is C1COCC1. The reactants are [CH:1]([P:3](=[O:17])([CH:15]=[CH2:16])[C:4]1[CH:9]=[CH:8][C:7]([N+:10]([O-:12])=[O:11])=[C:6]([O:13][CH3:14])[CH:5]=1)=[CH2:2].Cl.[CH2:19]([NH2:21])[CH3:20].[OH-].[Na+].C(N)C1C=CC=CC=1. (6) The reactants are [H-].[Na+].[CH2:3]([O:10][CH2:11][C@H:12]([OH:16])[CH2:13][CH:14]=[CH2:15])[C:4]1[CH:9]=[CH:8][CH:7]=[CH:6][CH:5]=1.Br[CH2:18][CH:19]([O:23][CH2:24][CH3:25])[O:20][CH2:21][CH3:22]. The catalyst is O1CCCC1. The product is [CH2:21]([O:20][CH:19]([O:23][CH2:24][CH3:25])[CH2:18][O:16][C@H:12]([CH2:13][CH:14]=[CH2:15])[CH2:11][O:10][CH2:3][C:4]1[CH:9]=[CH:8][CH:7]=[CH:6][CH:5]=1)[CH3:22]. The yield is 0.510.